From a dataset of HIV replication inhibition screening data with 41,000+ compounds from the AIDS Antiviral Screen. Binary Classification. Given a drug SMILES string, predict its activity (active/inactive) in a high-throughput screening assay against a specified biological target. (1) The result is 0 (inactive). The molecule is CC1=CC(C)(C)Nc2ccccc2N1. (2) The molecule is CC(O)CN(N)CC(C)O. The result is 0 (inactive).